Dataset: Reaction yield outcomes from USPTO patents with 853,638 reactions. Task: Predict the reaction yield, written as a fraction of the theoretical maximum amount of product (1.0 means a 100% yield; for example, 0.34 means a 34% yield). (1) The reactants are [F:1][C:2]1[CH:26]=[C:25]([N+:27]([O-:29])=[O:28])[CH:24]=[CH:23][C:3]=1[O:4][C:5]1[CH:10]=[CH:9][N:8]=[C:7]2[CH:11]=[C:12]([C:14]3[N:15]([CH3:22])[C:16]([C:19]([OH:21])=O)=[CH:17][N:18]=3)[S:13][C:6]=12.[O:30]1[CH2:35][CH2:34][N:33]([CH2:36][CH2:37][NH2:38])[CH2:32][CH2:31]1.CCN(C(C)C)C(C)C.CN(C(ON1N=NC2C=CC=NC1=2)=[N+](C)C)C.F[P-](F)(F)(F)(F)F.C([O-])(O)=O.[Na+]. The catalyst is CN(C=O)C.CCOC(C)=O. The product is [F:1][C:2]1[CH:26]=[C:25]([N+:27]([O-:29])=[O:28])[CH:24]=[CH:23][C:3]=1[O:4][C:5]1[CH:10]=[CH:9][N:8]=[C:7]2[CH:11]=[C:12]([C:14]3[N:15]([CH3:22])[C:16]([C:19]([NH:38][CH2:37][CH2:36][N:33]4[CH2:34][CH2:35][O:30][CH2:31][CH2:32]4)=[O:21])=[CH:17][N:18]=3)[S:13][C:6]=12. The yield is 0.790. (2) The reactants are C([O:3][C:4](=O)[NH:5][C:6](=[O:32])[C:7]([C:30]#[N:31])=[N:8][NH:9][C:10]1[CH:15]=[C:14]([Cl:16])[C:13]([CH2:17][C:18]2[CH:23]=[C:22]([CH:24]([CH3:26])[CH3:25])[C:21](=[O:27])[N:20]([CH3:28])[N:19]=2)=[C:12]([Cl:29])[CH:11]=1)C.C([O-])(=O)C.[Na+]. The catalyst is C(O)(=O)C. The product is [Cl:29][C:12]1[CH:11]=[C:10]([N:9]2[C:4](=[O:3])[NH:5][C:6](=[O:32])[C:7]([C:30]#[N:31])=[N:8]2)[CH:15]=[C:14]([Cl:16])[C:13]=1[CH2:17][C:18]1[CH:23]=[C:22]([CH:24]([CH3:26])[CH3:25])[C:21](=[O:27])[N:20]([CH3:28])[N:19]=1. The yield is 0.440. (3) The reactants are [F:1][C:2]1[CH:3]=[CH:4][C:5]([O:25][CH3:26])=[C:6]([C@H:8]2[CH2:12][CH2:11][CH2:10][N:9]2[C:13]2[CH:18]=[CH:17][N:16]3[N:19]=[CH:20][C:21]([C:22]([OH:24])=O)=[C:15]3[N:14]=2)[CH:7]=1.[NH2:27][CH2:28][C:29]([CH3:32])([OH:31])[CH3:30]. No catalyst specified. The product is [F:1][C:2]1[CH:3]=[CH:4][C:5]([O:25][CH3:26])=[C:6]([C@H:8]2[CH2:12][CH2:11][CH2:10][N:9]2[C:13]2[CH:18]=[CH:17][N:16]3[N:19]=[CH:20][C:21]([C:22]([NH:27][CH2:28][C:29]([OH:31])([CH3:32])[CH3:30])=[O:24])=[C:15]3[N:14]=2)[CH:7]=1. The yield is 0.550. (4) The reactants are [CH3:1][CH:2]([N:4]1[C:8]([C:9]2[N:10]=[C:11]3[N:21]([CH:22]=2)[CH2:20][CH2:19][O:18][C:17]2[C:12]3=[CH:13][C:14]([C:23](OC)=[O:24])=[CH:15][CH:16]=2)=[N:7][CH:6]=[N:5]1)[CH3:3].[H-].[H-].[H-].[H-].[Li+].[Al+3]. The catalyst is C1COCC1. The product is [CH3:3][CH:2]([N:4]1[C:8]([C:9]2[N:10]=[C:11]3[N:21]([CH:22]=2)[CH2:20][CH2:19][O:18][C:17]2[C:12]3=[CH:13][C:14]([CH2:23][OH:24])=[CH:15][CH:16]=2)=[N:7][CH:6]=[N:5]1)[CH3:1]. The yield is 0.830.